From a dataset of Full USPTO retrosynthesis dataset with 1.9M reactions from patents (1976-2016). Predict the reactants needed to synthesize the given product. (1) Given the product [CH3:1][O:2][C:3]1[CH:8]=[CH:7][C:6]([C:9]2[CH:14]=[CH:13][C:12]([C:15]([OH:17])=[O:16])=[CH:11][C:10]=2[CH3:19])=[CH:5][C:4]=1[C:20]1[CH:25]=[CH:24][C:23]([C:26]([F:28])([F:29])[F:27])=[CH:22][C:21]=1[CH2:30][N:31]1[C@@H:35]([CH3:36])[C@@H:34]([C:37]2[CH:42]=[CH:41][N:40]=[C:39]([CH3:43])[CH:38]=2)[O:33][C:32]1=[O:44], predict the reactants needed to synthesize it. The reactants are: [CH3:1][O:2][C:3]1[CH:8]=[CH:7][C:6]([C:9]2[CH:14]=[CH:13][C:12]([C:15]([O:17]C)=[O:16])=[CH:11][C:10]=2[CH3:19])=[CH:5][C:4]=1[C:20]1[CH:25]=[CH:24][C:23]([C:26]([F:29])([F:28])[F:27])=[CH:22][C:21]=1[CH2:30][N:31]1[C@@H:35]([CH3:36])[C@@H:34]([C:37]2[CH:42]=[CH:41][N:40]=[C:39]([CH3:43])[CH:38]=2)[O:33][C:32]1=[O:44].[Li+].[OH-].Cl. (2) Given the product [C:19]([C@@H:3]1[N:7]([C:8]([O:10][CH3:11])=[O:9])[C@H:6]([C:12]([O:14][CH3:31])=[O:13])[CH2:5][CH2:4]1)#[C:20][CH3:21], predict the reactants needed to synthesize it. The reactants are: CO[CH:3]1[N:7]([C:8]([O:10][CH3:11])=[O:9])[C@H:6]([C:12]([O-:14])=[O:13])[CH2:5][CH2:4]1.C[Si]([C:19]#[C:20][CH3:21])(C)C.[Sn](Cl)(Cl)(Cl)Cl.[Cl-].[Al+3].[Cl-].[Cl-].[CH2:31](Cl)Cl. (3) Given the product [CH2:1]([O:3][C:4]([C:6]1[C:7]2[C:15]([I:21])=[N:14][NH:13][C:8]=2[N:9]=[C:10]([Cl:12])[CH:11]=1)=[O:5])[CH3:2], predict the reactants needed to synthesize it. The reactants are: [CH2:1]([O:3][C:4]([C:6]1[C:7]2[CH:15]=[N:14][NH:13][C:8]=2[N:9]=[C:10]([Cl:12])[CH:11]=1)=[O:5])[CH3:2].C(=O)([O-])O.[Na+].[I:21]I.S([O-])([O-])(=O)=S.[Na+].[Na+].Cl. (4) Given the product [S:1]1[C:5]2[CH:6]=[CH:7][CH:8]=[CH:9][C:4]=2[N:3]=[C:2]1[NH:10][C:11]([C:13]1[CH:14]=[CH:15][CH:16]=[C:17]2[C:22]=1[CH2:21][N:20]([C:23]1[CH:24]=[CH:25][C:26]([C:32]3[CH:33]=[N:34][N:35]([CH2:38][C:39]4([O:47][CH3:48])[CH2:44][CH2:43][CH2:42][C:41]([CH3:45])([CH3:46])[CH2:40]4)[C:36]=3[CH3:37])=[C:27]([C:29](=[O:31])[NH:53][S:50]([CH3:49])(=[O:52])=[O:51])[N:28]=1)[CH2:19][CH2:18]2)=[O:12], predict the reactants needed to synthesize it. The reactants are: [S:1]1[C:5]2[CH:6]=[CH:7][CH:8]=[CH:9][C:4]=2[N:3]=[C:2]1[NH:10][C:11]([C:13]1[CH:14]=[CH:15][CH:16]=[C:17]2[C:22]=1[CH2:21][N:20]([C:23]1[N:28]=[C:27]([C:29]([OH:31])=O)[C:26]([C:32]3[CH:33]=[N:34][N:35]([CH2:38][C:39]4([O:47][CH3:48])[CH2:44][CH2:43][CH2:42][C:41]([CH3:46])([CH3:45])[CH2:40]4)[C:36]=3[CH3:37])=[CH:25][CH:24]=1)[CH2:19][CH2:18]2)=[O:12].[CH3:49][S:50]([NH2:53])(=[O:52])=[O:51].Cl.Cl.C(N=C=NCCCN(C)C)C. (5) Given the product [CH3:1][C:2]1[CH:7]=[CH:6][C:5]([N+:8]([O-:10])=[O:9])=[CH:4][C:3]=1[S:11]([N:15]1[CH2:20][CH2:19][O:18][CH2:17][CH2:16]1)(=[O:13])=[O:12], predict the reactants needed to synthesize it. The reactants are: [CH3:1][C:2]1[CH:7]=[CH:6][C:5]([N+:8]([O-:10])=[O:9])=[CH:4][C:3]=1[S:11](Cl)(=[O:13])=[O:12].[NH:15]1[CH2:20][CH2:19][O:18][CH2:17][CH2:16]1.C(N(CC)CC)C. (6) Given the product [I:1][C:2]1[CH:3]=[CH:4][C:5]2[N:6]([CH:8]=[C:9]([C:11]3[CH:18]=[CH:17][C:14]([CH:15]=[O:32])=[CH:13][CH:12]=3)[N:10]=2)[CH:7]=1, predict the reactants needed to synthesize it. The reactants are: [I:1][C:2]1[CH:3]=[CH:4][C:5]2[N:6]([CH:8]=[C:9]([C:11]3[CH:18]=[CH:17][C:14]([C:15]#N)=[CH:13][CH:12]=3)[N:10]=2)[CH:7]=1.[H-].C([Al+]CC(C)C)C(C)C.[Cl-].[NH4+].S([O-])([O-])(=O)=[O:32].[Mg+2]. (7) Given the product [Cl:11][CH:5]([C:6]([O-:8])=[O:7])[C:4]([O-:12])=[O:3].[Na+:14].[Na+:14], predict the reactants needed to synthesize it. The reactants are: C([O:3][C:4](=[O:12])[CH:5]([Cl:11])[C:6]([O:8]CC)=[O:7])C.[OH-].[Na+:14]. (8) Given the product [OH:7][CH2:6][CH2:5][CH2:4][CH2:3][CH2:2][NH:1][C:17]1[CH:53]=[CH:52][N:20]([C@@H:21]2[O:51][C@H:25]([CH2:26][O:27][C:28]([C:45]3[CH:46]=[CH:47][CH:48]=[CH:49][CH:50]=3)([C:37]3[CH:42]=[CH:41][C:40]([O:43][CH3:44])=[CH:39][CH:38]=3)[C:29]3[CH:34]=[CH:33][C:32]([O:35][CH3:36])=[CH:31][CH:30]=3)[C@@H:23]([OH:24])[CH2:22]2)[C:19](=[O:54])[N:18]=1, predict the reactants needed to synthesize it. The reactants are: [NH2:1][CH2:2][CH2:3][CH2:4][CH2:5][CH2:6][OH:7].C(N[C:17]1[CH:53]=[CH:52][N:20]([C@@H:21]2[O:51][C@H:25]([CH2:26][O:27][C:28]([C:45]3[CH:50]=[CH:49][CH:48]=[CH:47][CH:46]=3)([C:37]3[CH:42]=[CH:41][C:40]([O:43][CH3:44])=[CH:39][CH:38]=3)[C:29]3[CH:34]=[CH:33][C:32]([O:35][CH3:36])=[CH:31][CH:30]=3)[C@@H:23]([OH:24])[CH2:22]2)[C:19](=[O:54])[N:18]=1)(=O)C1C=CC=CC=1.N12CCCNC1=NCCC2. (9) Given the product [CH2:1]([N:8]1[CH2:9][C:10]([CH3:17])([CH3:18])[O:11][CH2:12][C:13]1([CH2:15][OH:16])[CH3:14])[C:2]1[CH:3]=[CH:4][CH:5]=[CH:6][CH:7]=1, predict the reactants needed to synthesize it. The reactants are: [CH2:1]([N:8]1[C:13]([CH2:15][OH:16])([CH3:14])[CH2:12][O:11][C:10]([CH3:18])([CH3:17])[C:9]1=O)[C:2]1[CH:7]=[CH:6][CH:5]=[CH:4][CH:3]=1.CO. (10) Given the product [NH2:7][CH:8]1[CH2:9][C:10]2([CH2:14][CH:13]([N:15]([CH2:40][CH3:41])[C:16]3[C:31]4[CH2:30][CH:29]=[CH:28][CH2:27][CH2:26][C:25]5[CH:32]=[C:33]([CH3:38])[NH:34][C:35](=[O:36])[C:24]=5[CH2:23][NH:22][C:21](=[O:39])[C:20]=4[CH:19]=[CH:18][CH:17]=3)[CH2:12]2)[CH2:11]1, predict the reactants needed to synthesize it. The reactants are: C(OC(=O)[NH:7][CH:8]1[CH2:11][C:10]2([CH2:14][CH:13]([N:15]([CH2:40][CH3:41])[C:16]3[C:31]4[CH2:30][CH:29]=[CH:28][CH2:27][CH2:26][C:25]5[CH:32]=[C:33]([CH3:38])[N:34]=[C:35]([O:36]C)[C:24]=5[CH2:23][NH:22][C:21](=[O:39])[C:20]=4[CH:19]=[CH:18][CH:17]=3)[CH2:12]2)[CH2:9]1)(C)(C)C.Cl.